Dataset: Peptide-MHC class II binding affinity with 134,281 pairs from IEDB. Task: Regression. Given a peptide amino acid sequence and an MHC pseudo amino acid sequence, predict their binding affinity value. This is MHC class II binding data. (1) The peptide sequence is GQQRVFKEKVDTRAK. The MHC is DRB1_0901 with pseudo-sequence DRB1_0901. The binding affinity (normalized) is 0. (2) The MHC is DRB1_0802 with pseudo-sequence DRB1_0802. The peptide sequence is IEFRFYKEITNVFRG. The binding affinity (normalized) is 0.940. (3) The peptide sequence is SPEVIPMFSALSEGAT. The MHC is DRB3_0202 with pseudo-sequence DRB3_0202. The binding affinity (normalized) is 0.235. (4) The peptide sequence is EKKYFARTQFEPLAA. The MHC is DRB1_1602 with pseudo-sequence DRB1_1602. The binding affinity (normalized) is 0.574. (5) The binding affinity (normalized) is 0.494. The peptide sequence is AAATAGTTVYGAFPA. The MHC is HLA-DQA10401-DQB10402 with pseudo-sequence HLA-DQA10401-DQB10402. (6) The peptide sequence is RVWEQIFSTWLLKPG. The MHC is DRB3_0202 with pseudo-sequence DRB3_0202. The binding affinity (normalized) is 0.288. (7) The peptide sequence is YFKVAATAANAAPAN. The MHC is HLA-DPA10103-DPB10401 with pseudo-sequence HLA-DPA10103-DPB10401. The binding affinity (normalized) is 0.0726.